From a dataset of Full USPTO retrosynthesis dataset with 1.9M reactions from patents (1976-2016). Predict the reactants needed to synthesize the given product. (1) Given the product [Cl:15][C:12]1[CH:13]=[C:14]2[C:9]([CH2:8][CH:7]([NH:16][C:17]([C:19]3[NH:28][C:22]4=[CH:23][N:24]=[C:25]([Cl:27])[CH:26]=[C:21]4[CH:20]=3)=[O:18])[C:6](=[O:29])[N:5]2[CH2:4][C:3]([OH:30])=[O:2])=[CH:10][CH:11]=1, predict the reactants needed to synthesize it. The reactants are: C[O:2][C:3](=[O:30])[CH2:4][N:5]1[C:14]2[C:9](=[CH:10][CH:11]=[C:12]([Cl:15])[CH:13]=2)[CH2:8][CH:7]([NH:16][C:17]([C:19]2[NH:28][C:22]3=[CH:23][N:24]=[C:25]([Cl:27])[CH:26]=[C:21]3[CH:20]=2)=[O:18])[C:6]1=[O:29].[OH-].[Na+]. (2) Given the product [O:1]=[CH:2][C@@H:3]([C@H:5]([C@H:7]([C@@H:9]([CH2:11][OH:12])[OH:10])[OH:8])[OH:6])[OH:4].[CH2:13]([OH:35])[C@H:14]1[O:19][C@H:18]([O:20][CH2:21][C@H:22]2[O:26][C:25]([OH:29])([CH2:27][OH:28])[C@@H:24]([OH:30])[C@@H:23]2[OH:31])[C@H:17]([OH:32])[C@@H:16]([OH:33])[C@@H:15]1[OH:34].[O:1]=[CH:2][C@@H:3]([C@H:5]([C@@H:7]([C@@H:9]([CH2:11][OH:12])[OH:10])[OH:8])[OH:6])[OH:4], predict the reactants needed to synthesize it. The reactants are: [O:1]=[CH:2][C@@H:3]([C@H:5]([C@H:7]([C@@H:9]([CH2:11][OH:12])[OH:10])[OH:8])[OH:6])[OH:4].[CH2:13]([OH:35])[C@H:14]1[O:19][C@H:18]([O:20][CH2:21][C@H:22]2[O:26][C:25]([OH:29])([CH2:27][OH:28])[C@@H:24]([OH:30])[C@@H:23]2[OH:31])[C@H:17]([OH:32])[C@@H:16]([OH:33])[C@@H:15]1[OH:34].